This data is from Forward reaction prediction with 1.9M reactions from USPTO patents (1976-2016). The task is: Predict the product of the given reaction. (1) Given the reactants [N:1]1[CH:6]=[CH:5][CH:4]=[C:3]([S:7]([OH:10])(=O)=[O:8])[CH:2]=1.P(Cl)(Cl)(Cl)(Cl)[Cl:12].O, predict the reaction product. The product is: [N:1]1[CH:6]=[CH:5][CH:4]=[C:3]([S:7]([Cl:12])(=[O:10])=[O:8])[CH:2]=1. (2) Given the reactants [N+:1]([O-:4])([OH:3])=O.[N+:5]([C:8]1[N:9]=[CH:10][NH:11][CH:12]=1)([O-:7])=[O:6].C(OC(=O)C)(=O)C, predict the reaction product. The product is: [N+:1]([N:11]1[CH:12]=[C:8]([N+:5]([O-:7])=[O:6])[N:9]=[CH:10]1)([O-:4])=[O:3]. (3) Given the reactants [Br:1][C:2]1[CH:3]=[C:4]2[C:8](=[C:9]([C:12]([OH:14])=[O:13])[C:10]=1[F:11])[N:7](C(OC(C)(C)C)=O)[CH2:6][CH2:5]2.C(O)(C(F)(F)F)=O, predict the reaction product. The product is: [Br:1][C:2]1[CH:3]=[C:4]2[C:8](=[C:9]([C:12]([OH:14])=[O:13])[C:10]=1[F:11])[NH:7][CH2:6][CH2:5]2. (4) Given the reactants [CH3:1][C:2]1([CH3:33])[O:6][C@@H:5]2[C:7]([CH2:12][O:13][C:14](C3C=CC=CC=3)(C3C=CC=CC=3)C3C=CC=CC=3)=[CH:8][C@@H:9](C=C)[C@@H:4]2[O:3]1, predict the reaction product. The product is: [CH3:33][C:2]1([CH3:1])[O:3][C@@H:4]2[CH:9]=[CH:8][C@@H:7]([C@H:12]3[CH2:14][O:13]3)[C@@H:5]2[O:6]1. (5) Given the reactants C(NC(C)C)(C)C.[Li]CCCC.[C:13]([O:17][C:18]([N:20]1[CH2:25][CH2:24][C:23](=[O:26])[C:22]([CH3:28])([CH3:27])[CH2:21]1)=[O:19])([CH3:16])([CH3:15])[CH3:14].[CH3:29][O:30][C:31](C#N)=[O:32], predict the reaction product. The product is: [CH3:29][O:30][C:31]([CH:24]1[C:23](=[O:26])[C:22]([CH3:28])([CH3:27])[CH2:21][N:20]([C:18]([O:17][C:13]([CH3:16])([CH3:14])[CH3:15])=[O:19])[CH2:25]1)=[O:32]. (6) Given the reactants [CH3:1][CH:2]([OH:4])[CH3:3].[H-].[Na+].Cl[C:8]1[C:13]([N+:14]([O-:16])=[O:15])=[CH:12][C:11]([N+:17]([O-:19])=[O:18])=[CH:10][C:9]=1[C:20]([F:23])([F:22])[F:21], predict the reaction product. The product is: [N+:14]([C:13]1[C:8]([O:4][CH:2]([CH3:3])[CH3:1])=[C:9]([C:20]([F:23])([F:22])[F:21])[CH:10]=[C:11]([N+:17]([O-:19])=[O:18])[CH:12]=1)([O-:16])=[O:15]. (7) Given the reactants [O:1]1[C:5]2[CH:6]=[CH:7][C:8]([NH:10][CH2:11][CH2:12][C:13]3[CH:18]=[CH:17][C:16]([C:19]([F:22])([F:21])[F:20])=[CH:15][CH:14]=3)=[CH:9][C:4]=2[O:3][CH2:2]1.C(OC([NH:30][CH:31]([C:35]1[CH:40]=[CH:39][CH:38]=[CH:37][CH:36]=1)[C:32](O)=[O:33])=O)(C)(C)C, predict the reaction product. The product is: [NH2:30][CH:31]([C:35]1[CH:40]=[CH:39][CH:38]=[CH:37][CH:36]=1)[C:32]([N:10]([C:8]1[CH:7]=[CH:6][C:5]2[O:1][CH2:2][O:3][C:4]=2[CH:9]=1)[CH2:11][CH2:12][C:13]1[CH:18]=[CH:17][C:16]([C:19]([F:20])([F:21])[F:22])=[CH:15][CH:14]=1)=[O:33]. (8) Given the reactants Br[C:2]1[CH:7]=[C:6]([Cl:8])[C:5]([CH3:9])=[CH:4][C:3]=1[F:10].C(N(CC)CC)C.[C]=O.C[CH2:21][O:22][C:23](C)=[O:24], predict the reaction product. The product is: [CH3:9][C:5]1[CH:4]=[C:3]([F:10])[C:2]([C:23]([O:22][CH3:21])=[O:24])=[CH:7][C:6]=1[Cl:8]. (9) Given the reactants [Cl:1][C:2]1[CH:3]=[CH:4][CH:5]=[C:6]2[C:10]=1[NH:9][N:8]=[C:7]2[C:11]1[CH:16]=[CH:15][C:14]([O:17][CH3:18])=[C:13]([Cl:19])[CH:12]=1.[H-].[Na+].[CH2:22](Br)[CH2:23][CH3:24], predict the reaction product. The product is: [Cl:1][C:2]1[CH:3]=[CH:4][CH:5]=[C:6]2[C:10]=1[N:9]([CH2:22][CH2:23][CH3:24])[N:8]=[C:7]2[C:11]1[CH:16]=[CH:15][C:14]([O:17][CH3:18])=[C:13]([Cl:19])[CH:12]=1.